This data is from Reaction yield outcomes from USPTO patents with 853,638 reactions. The task is: Predict the reaction yield, written as a fraction of the theoretical maximum amount of product (1.0 means a 100% yield; for example, 0.34 means a 34% yield). (1) The yield is 0.700. The product is [OH:12][N:11]=[C:1]([NH2:10])[CH:2]=[CH:3][C:4]1[CH:9]=[CH:8][CH:7]=[CH:6][CH:5]=1. The catalyst is CCO. The reactants are [C:1](#[N:10])[CH:2]=[CH:3][C:4]1[CH:9]=[CH:8][CH:7]=[CH:6][CH:5]=1.[NH2:11][OH:12]. (2) The reactants are [N:1]1([CH2:7][CH2:8][OH:9])[CH2:6][CH2:5][CH2:4][CH2:3][CH2:2]1.[H-].[Na+].Cl[C:13]1[CH:18]=[C:17]([NH:19][C@@H:20]2[CH2:25][CH2:24][C@H:23]([C:26]([O:28][CH3:29])=[O:27])[CH2:22][CH2:21]2)[C:16]([N+:30]([O-:32])=[O:31])=[CH:15][N:14]=1. The catalyst is C1COCC1. The product is [N+:30]([C:16]1[C:17]([NH:19][C@@H:20]2[CH2:21][CH2:22][C@H:23]([C:26]([O:28][CH3:29])=[O:27])[CH2:24][CH2:25]2)=[CH:18][C:13]([O:9][CH2:8][CH2:7][N:1]2[CH2:6][CH2:5][CH2:4][CH2:3][CH2:2]2)=[N:14][CH:15]=1)([O-:32])=[O:31]. The yield is 0.331. (3) The reactants are [Br:1][C:2]1[CH:32]=[CH:31][C:5]2[N:6]([C:9]3[S:13][C:12]([C:14]([O:16]C)=O)=[C:11]([O:18][C@@H:19]([C:21]4[CH:26]=[CH:25][CH:24]=[CH:23][C:22]=4[C:27]([F:30])([F:29])[F:28])[CH3:20])[CH:10]=3)[CH:7]=[N:8][C:4]=2[CH:3]=1.[NH3:33]. The catalyst is CO. The product is [Br:1][C:2]1[CH:32]=[CH:31][C:5]2[N:6]([C:9]3[S:13][C:12]([C:14]([NH2:33])=[O:16])=[C:11]([O:18][C@@H:19]([C:21]4[CH:26]=[CH:25][CH:24]=[CH:23][C:22]=4[C:27]([F:28])([F:29])[F:30])[CH3:20])[CH:10]=3)[CH:7]=[N:8][C:4]=2[CH:3]=1. The yield is 0.830. (4) The product is [CH3:1][O:2][CH2:3][CH:4]([NH:6][C:7]([C:9]1[CH:10]=[C:11]([C:16]2[CH:21]=[CH:20][C:19]([CH3:22])=[CH:18][CH:17]=2)[CH:12]=[C:13]([C:28]2[S:27][CH:26]=[N:25][C:24]=2[CH3:23])[CH:14]=1)=[O:8])[CH3:5]. The yield is 0.800. The reactants are [CH3:1][O:2][CH2:3][CH:4]([NH:6][C:7]([C:9]1[CH:10]=[C:11]([C:16]2[CH:21]=[CH:20][C:19]([CH3:22])=[CH:18][CH:17]=2)[CH:12]=[C:13](I)[CH:14]=1)=[O:8])[CH3:5].[CH3:23][C:24]1[N:25]=[CH:26][S:27][CH:28]=1.CC(O[K])=O. The catalyst is CN(C=O)C.C1C=CC([P]([Pd]([P](C2C=CC=CC=2)(C2C=CC=CC=2)C2C=CC=CC=2)([P](C2C=CC=CC=2)(C2C=CC=CC=2)C2C=CC=CC=2)[P](C2C=CC=CC=2)(C2C=CC=CC=2)C2C=CC=CC=2)(C2C=CC=CC=2)C2C=CC=CC=2)=CC=1.